This data is from Catalyst prediction with 721,799 reactions and 888 catalyst types from USPTO. The task is: Predict which catalyst facilitates the given reaction. (1) Product: [N:26]1([C:24]([C:21]2[CH:20]=[CH:19][C:18]([NH:17][C:10]3[N:9]=[C:8]([N:4]4[CH2:5][CH2:6][CH2:7][C@@H:2]([NH:1][C:33]5[N:38]=[CH:37][CH:36]=[CH:35][N:34]=5)[CH2:3]4)[CH:16]=[CH:15][C:11]=3[C:12]([NH2:14])=[O:13])=[CH:23][CH:22]=2)=[O:25])[CH2:31][CH2:30][O:29][CH2:28][CH2:27]1. Reactant: [NH2:1][C@@H:2]1[CH2:7][CH2:6][CH2:5][N:4]([C:8]2[CH:16]=[CH:15][C:11]([C:12]([NH2:14])=[O:13])=[C:10]([NH:17][C:18]3[CH:23]=[CH:22][C:21]([C:24]([N:26]4[CH2:31][CH2:30][O:29][CH2:28][CH2:27]4)=[O:25])=[CH:20][CH:19]=3)[N:9]=2)[CH2:3]1.Br[C:33]1[N:38]=[CH:37][CH:36]=[CH:35][N:34]=1.CCN(C(C)C)C(C)C. The catalyst class is: 56. (2) Reactant: C([N:8]1[CH2:13][CH2:12][CH:11]([NH:14][C:15]2[CH:20]=[CH:19][C:18]([CH3:21])=[CH:17][N:16]=2)[CH2:10][CH2:9]1)C1C=CC=CC=1. Product: [NH:8]1[CH2:13][CH2:12][CH:11]([NH:14][C:15]2[CH:20]=[CH:19][C:18]([CH3:21])=[CH:17][N:16]=2)[CH2:10][CH2:9]1. The catalyst class is: 421. (3) Reactant: [CH3:1][C:2]1([CH3:9])[S:6][C:5](=[O:7])[NH:4][C:3]1=[O:8].[N+:10]([C:13]1[CH:20]=[CH:19][CH:18]=[CH:17][C:14]=1[CH2:15]Br)([O-:12])=[O:11].[Cl-].[NH4+]. Product: [CH3:1][C:2]1([CH3:9])[S:6][C:5](=[O:7])[N:4]([CH2:15][C:14]2[CH:17]=[CH:18][CH:19]=[CH:20][C:13]=2[N+:10]([O-:12])=[O:11])[C:3]1=[O:8]. The catalyst class is: 9. (4) Reactant: [CH:1]1[C:13]2[CH2:12][C:11]3[C:6](=[CH:7][CH:8]=[CH:9][CH:10]=3)[C:5]=2[CH:4]=[CH:3][C:2]=1[CH:14]=[O:15].[BH4-].[Na+].O. Product: [CH:1]1[C:13]2[CH2:12][C:11]3[C:6](=[CH:7][CH:8]=[CH:9][CH:10]=3)[C:5]=2[CH:4]=[CH:3][C:2]=1[CH2:14][OH:15]. The catalyst class is: 5. (5) Reactant: [C:1]([O:5][C:6]([NH:8][C:9]1[CH:10]=[C:11]([CH:15]=[CH:16][CH:17]=1)[C:12](O)=[O:13])=[O:7])([CH3:4])([CH3:3])[CH3:2].B. Product: [OH:13][CH2:12][C:11]1[CH:10]=[C:9]([NH:8][C:6](=[O:7])[O:5][C:1]([CH3:3])([CH3:2])[CH3:4])[CH:17]=[CH:16][CH:15]=1. The catalyst class is: 1. (6) Reactant: [CH2:1]([O:8][C:9]1[C:10]([F:23])=[C:11]([C:16]2[N:17]=[CH:18][C:19]([NH2:22])=[N:20][CH:21]=2)[CH:12]=[CH:13][C:14]=1Cl)[C:2]1[CH:7]=[CH:6][CH:5]=[CH:4][CH:3]=1.[CH:51]1(P([CH:47]2[CH2:52][CH2:51][CH2:50]CC2)C2C=CC=CC=2C2C(OC)=CC=CC=2OC)[CH2:50]CC[CH2:47][CH2:52]1.[Br-].C1([Zn+])CCC1. Product: [CH2:1]([O:8][C:9]1[C:10]([F:23])=[C:11]([C:16]2[N:17]=[CH:18][C:19]([NH2:22])=[N:20][CH:21]=2)[CH:12]=[CH:13][C:14]=1[CH:50]1[CH2:51][CH2:52][CH2:47]1)[C:2]1[CH:7]=[CH:6][CH:5]=[CH:4][CH:3]=1. The catalyst class is: 167.